From a dataset of Forward reaction prediction with 1.9M reactions from USPTO patents (1976-2016). Predict the product of the given reaction. (1) Given the reactants C(O[C:4]([C:6]1[O:14][C:9]2=[N:10][CH:11]=[CH:12][CH:13]=[C:8]2[C:7]=1[NH2:15])=[O:5])C.ClS([N:20]=[C:21]=[O:22])(=O)=O, predict the reaction product. The product is: [NH:15]1[C:7]2[C:8]3[CH:13]=[CH:12][CH:11]=[N:10][C:9]=3[O:14][C:6]=2[C:4](=[O:5])[NH:20][C:21]1=[O:22]. (2) Given the reactants [CH:1]1([CH2:4][N:5]2[CH:9]=[C:8](I)[N:7]=[CH:6]2)[CH2:3][CH2:2]1.C([Mg]Cl)(C)C.[CH2:16]([Sn:20]([CH2:26][CH2:27][CH2:28][CH3:29])([CH2:22][CH2:23][CH2:24][CH3:25])Cl)[CH2:17][CH2:18][CH3:19], predict the reaction product. The product is: [CH:1]1([CH2:4][N:5]2[CH:9]=[C:8]([Sn:20]([CH2:22][CH2:23][CH2:24][CH3:25])([CH2:26][CH2:27][CH2:28][CH3:29])[CH2:16][CH2:17][CH2:18][CH3:19])[N:7]=[CH:6]2)[CH2:3][CH2:2]1. (3) Given the reactants C([C:4]1[C:5](=[O:20])[N:6]([C:12]2[C:17]([Cl:18])=[CH:16][CH:15]=[CH:14][C:13]=2[Cl:19])[C:7]([CH3:11])=[CH:8][C:9]=1[OH:10])(=O)C.S(=O)(=O)(O)O, predict the reaction product. The product is: [Cl:19][C:13]1[CH:14]=[CH:15][CH:16]=[C:17]([Cl:18])[C:12]=1[N:6]1[C:7]([CH3:11])=[CH:8][C:9]([OH:10])=[CH:4][C:5]1=[O:20]. (4) Given the reactants Cl[C:2]1[C:11]2[C:6](=[CH:7][C:8]([O:14][CH3:15])=[C:9]([O:12][CH3:13])[CH:10]=2)[N:5]=[CH:4][C:3]=1[C:16]#[N:17].[N+](C1C=[CH:25][C:24]([O:27][C:28](=[O:40])[NH:29][C:30]2[CH:35]=[CH:34][C:33]([O:36][CH:37]([CH3:39])[CH3:38])=[CH:32][CH:31]=2)=[CH:23][CH:22]=1)([O-])=O.[H-].[Na+].C(=O)([O-])[NH2:44], predict the reaction product. The product is: [C:16]([C:3]1[CH:4]=[N:5][C:6]2[C:11]([C:2]=1[N:44]1[CH2:22][CH2:23][CH:24]([O:27][C:28](=[O:40])[NH:29][C:30]3[CH:35]=[CH:34][C:33]([O:36][CH:37]([CH3:39])[CH3:38])=[CH:32][CH:31]=3)[CH2:25]1)=[CH:10][C:9]([O:12][CH3:13])=[C:8]([O:14][CH3:15])[CH:7]=2)#[N:17]. (5) Given the reactants [Cl:1][C:2]1[CH:9]=[C:8]([C:10]2[NH:14][N:13]=[CH:12][C:11]=2[Cl:15])[CH:7]=[CH:6][C:3]=1[C:4]#[N:5].Cl.C(O)C, predict the reaction product. The product is: [ClH:1].[Cl:1][C:2]1[CH:9]=[C:8]([C:10]2[NH:14][N:13]=[CH:12][C:11]=2[Cl:15])[CH:7]=[CH:6][C:3]=1[C:4]#[N:5]. (6) Given the reactants [Cl:1][C:2]1[C:3]([C:14]([O:16][CH3:17])=[O:15])=[N:4][C:5]([Cl:13])=[C:6]([O:11][CH3:12])[C:7]=1[N+:8]([O-])=O.Cl[Sn]Cl.C(=O)(O)[O-].[Na+], predict the reaction product. The product is: [NH2:8][C:7]1[C:6]([O:11][CH3:12])=[C:5]([Cl:13])[N:4]=[C:3]([C:14]([O:16][CH3:17])=[O:15])[C:2]=1[Cl:1].